This data is from Experimentally validated miRNA-target interactions with 360,000+ pairs, plus equal number of negative samples. The task is: Binary Classification. Given a miRNA mature sequence and a target amino acid sequence, predict their likelihood of interaction. The miRNA is mmu-miR-6715-3p with sequence CCAAACCAGGCGUGCCUGUGG. The protein sequence of the target gene is MAELDPFGAPAGAPGGPALGNGVAGAGEEDPAAAFLAQQESEIAGIENDEAFAILDGGAPGPQPHGEPPGGPDAVDGVMNGEYYQESNGPTDSYAAISQVDRLQSEPESIRKWREEQMERLEALDANSRKQEAEWKEKAIKELEEWYARQDEQLQKTKANNRVADEAFYKQPFADVIGYVTNINHPCYSLEQAAEEAFVNDIDESSPGTEWERVARLCDFNPKSSKQAKDVSRMRSVLISLKQAPLVH. Result: 0 (no interaction).